From a dataset of Reaction yield outcomes from USPTO patents with 853,638 reactions. Predict the reaction yield, written as a fraction of the theoretical maximum amount of product (1.0 means a 100% yield; for example, 0.34 means a 34% yield). (1) The reactants are CC1(C)O[C:6](=[O:8])[CH:5]=[C:4]([CH3:9])[O:3]1.[C:11]([C:15]1[CH:20]=[CH:19][C:18]([CH2:21][NH2:22])=[CH:17][CH:16]=1)([CH3:14])([CH3:13])[CH3:12]. The catalyst is C1(C)C=CC=CC=1.CCOC(C)=O. The product is [C:11]([C:15]1[CH:16]=[CH:17][C:18]([CH2:21][NH:22][C:6](=[O:8])[CH2:5][C:4](=[O:3])[CH3:9])=[CH:19][CH:20]=1)([CH3:14])([CH3:12])[CH3:13]. The yield is 0.560. (2) The reactants are FC1C=CC=CC=1C(Cl)=O.[F:11][C:12]1[CH:13]=[C:14]([CH:18]=[CH:19][CH:20]=1)[C:15](Cl)=[O:16].[NH2:21][C:22]1[CH:23]=[C:24]([CH:35]=[CH:36][N:37]=1)[C:25]([NH:27][CH2:28][C:29]1[CH:34]=[CH:33][CH:32]=[CH:31][CH:30]=1)=[O:26]. No catalyst specified. The product is [CH2:28]([NH:27][C:25](=[O:26])[C:24]1[CH:35]=[CH:36][N:37]=[C:22]([NH:21][C:15](=[O:16])[C:14]2[CH:18]=[CH:19][CH:20]=[C:12]([F:11])[CH:13]=2)[CH:23]=1)[C:29]1[CH:34]=[CH:33][CH:32]=[CH:31][CH:30]=1. The yield is 0.440. (3) The reactants are [Br:1][C:2]1[CH:3]=[CH:4]C2=[C:6]([CH:20]=1)CN(C)CC=C2C1C=CC(F)=CC=1.C(=O)([O-])[O-].[K+].[K+].[N:27]1[CH:32]=[CH:31][CH:30]=[CH:29][CH:28]=1. No catalyst specified. The product is [Br:1][C:2]1[CH:3]=[CH:4][C:28]2[CH2:29][CH2:30][CH2:31][CH2:32][NH:27][C:6]=2[CH:20]=1. The yield is 0.710. (4) The product is [N:1]1[N:2]([CH2:6][CH2:7][CH2:8][NH2:9])[N:3]=[CH:4][CH:5]=1. The yield is 0.196. The catalyst is CO.O1CCCC1. The reactants are [N:1]1[N:2]([CH2:6][CH2:7][CH2:8][N:9]2C(=O)C3C(=CC=CC=3)C2=O)[N:3]=[CH:4][CH:5]=1.O.NN.CO. (5) The reactants are [CH:1]1([C:4]2[C:5]([CH2:18]O)=[CH:6][C:7]([F:17])=[C:8]([CH:16]=2)[C:9]([O:11][C:12]([CH3:15])([CH3:14])[CH3:13])=[O:10])[CH2:3][CH2:2]1.C1(P(C2C=CC=CC=2)C2C=CC=CC=2)C=CC=CC=1.[Br:39]C(Br)(Br)Br. No catalyst specified. The product is [Br:39][CH2:18][C:5]1[C:4]([CH:1]2[CH2:3][CH2:2]2)=[CH:16][C:8]([C:9]([O:11][C:12]([CH3:15])([CH3:14])[CH3:13])=[O:10])=[C:7]([F:17])[CH:6]=1. The yield is 1.00. (6) The reactants are [O:1]=[C:2]1[C:10](=[O:11])[C:9]2[N:8]([CH2:12][CH2:13][P:14](=[O:17])([OH:16])[OH:15])[CH2:7][CH2:6][CH2:5][NH:4][C:3]1=2.C(N(CC)[CH:22]([CH3:24])[CH3:23])(C)C.Cl[CH2:28][O:29][C:30](=[O:37])[C:31]1[CH:36]=[CH:35][CH:34]=[CH:33][CH:32]=1. The catalyst is CN(C=O)C. The product is [C:30]([O:29][CH2:28][O:17][P:14]([CH2:13][CH2:12][N:8]1[CH2:7][CH2:6][CH2:5][NH:4][C:3]2[C:2](=[O:1])[C:10](=[O:11])[C:9]1=2)(=[O:15])[O:16][CH2:28][O:29][C:30](=[O:37])[C:23]1[CH:22]=[CH:24][CH:36]=[CH:31][CH:32]=1)(=[O:37])[C:31]1[CH:36]=[CH:35][CH:34]=[CH:33][CH:32]=1. The yield is 0.990. (7) The reactants are [C:1]([O:5][C:6]([NH:8][CH:9]([CH2:13][CH2:14][C:15]([F:18])([F:17])[F:16])[C:10](O)=[O:11])=[O:7])([CH3:4])([CH3:3])[CH3:2].CN1CCOCC1.ClC(OCC(C)C)=O.[BH4-].[Na+]. The catalyst is C1COCC1.O.C(OCC)(=O)C. The product is [F:16][C:15]([F:17])([F:18])[CH2:14][CH2:13][CH:9]([NH:8][C:6](=[O:7])[O:5][C:1]([CH3:2])([CH3:3])[CH3:4])[CH2:10][OH:11]. The yield is 0.840.